Dataset: Full USPTO retrosynthesis dataset with 1.9M reactions from patents (1976-2016). Task: Predict the reactants needed to synthesize the given product. (1) Given the product [Cl:5][C:6]1[N:11]=[CH:10][C:9]([CH2:12][N:13]2[CH:18]=[CH:17][CH:16]=[CH:15][C:14]2=[N:19][C:27](=[O:29])[CH3:28])=[CH:8][CH:7]=1, predict the reactants needed to synthesize it. The reactants are: ClCCl.Cl.[Cl:5][C:6]1[N:11]=[CH:10][C:9]([CH2:12][N:13]2[CH:18]=[CH:17][CH:16]=[CH:15][C:14]2=[NH:19])=[CH:8][CH:7]=1.C(N(CC)CC)C.[C:27](Cl)(=[O:29])[CH3:28]. (2) Given the product [C:20]1([B-:7]([C:1]2[CH:2]=[CH:3][CH:4]=[CH:5][CH:6]=2)([C:8]2[CH:9]=[CH:10][CH:11]=[CH:12][CH:13]=2)[C:14]2[CH:19]=[CH:18][CH:17]=[CH:16][CH:15]=2)[CH:21]=[CH:22][CH:23]=[CH:24][CH:25]=1.[C:38]([PH+:33]([C:29]([CH3:32])([CH3:31])[CH3:30])[C:34]([CH3:37])([CH3:36])[CH3:35])([CH3:39])([CH3:40])[CH3:41], predict the reactants needed to synthesize it. The reactants are: [C:1]1([B-:7]([C:20]2[CH:25]=[CH:24][CH:23]=[CH:22][CH:21]=2)([C:14]2[CH:19]=[CH:18][CH:17]=[CH:16][CH:15]=2)[C:8]2[CH:13]=[CH:12][CH:11]=[CH:10][CH:9]=2)[CH:6]=[CH:5][CH:4]=[CH:3][CH:2]=1.[Na+].O.Cl.[C:29]([P:33]([C:38]([CH3:41])([CH3:40])[CH3:39])[C:34]([CH3:37])([CH3:36])[CH3:35])([CH3:32])([CH3:31])[CH3:30]. (3) The reactants are: [Cl:1][C:2]1[CH:7]=[CH:6][C:5]([C:8]2[C:17]3[C:12](=[CH:13][CH:14]=[CH:15][CH:16]=3)[C:11]([NH:18][C:19]3[CH:24]=[CH:23][C:22]([O:25][C:26]4[C:35]5[C:30](=[CH:31][C:32]([O:36][CH3:37])=[CH:33][N:34]=5)[N:29]=[CH:28][CH:27]=4)=[CH:21][CH:20]=3)=[N:10][N:9]=2)=[CH:4][C:3]=1[O:38][CH2:39][CH2:40]SC.O[O:44][S:45]([O-:47])=O.[K+].[CH3:49]O.O. Given the product [Cl:1][C:2]1[CH:7]=[CH:6][C:5]([C:8]2[C:17]3[C:12](=[CH:13][CH:14]=[CH:15][CH:16]=3)[C:11]([NH:18][C:19]3[CH:24]=[CH:23][C:22]([O:25][C:26]4[C:35]5[C:30](=[CH:31][C:32]([O:36][CH3:37])=[CH:33][N:34]=5)[N:29]=[CH:28][CH:27]=4)=[CH:21][CH:20]=3)=[N:10][N:9]=2)=[CH:4][C:3]=1[O:38][CH2:39][CH2:40][S:45]([CH3:49])(=[O:47])=[O:44], predict the reactants needed to synthesize it. (4) Given the product [CH3:25][C:21]1[CH:22]=[CH:23][S:24][C:20]=1[C:7]([C:6]1[S:5][CH:4]=[CH:3][C:2]=1[CH3:1])=[CH:8][CH2:9][CH2:10][N:11]1[CH2:16][C@H:15]([C:17]([OH:19])=[O:18])[CH2:14][CH2:13][CH2:12]1.[ClH:27], predict the reactants needed to synthesize it. The reactants are: [CH3:1][C:2]1[CH:3]=[CH:4][S:5][C:6]=1[C:7]([C:20]1[S:24][CH:23]=[CH:22][C:21]=1[CH3:25])=[CH:8][CH2:9][CH2:10][N:11]1[CH2:16][C@H:15]([C:17]([OH:19])=[O:18])[CH2:14][CH2:13][CH2:12]1.C(Cl)(Cl)[Cl:27].Cl.